Dataset: Full USPTO retrosynthesis dataset with 1.9M reactions from patents (1976-2016). Task: Predict the reactants needed to synthesize the given product. Given the product [OH:22][C:14]1[CH:13]=[C:12]([NH:11][S:8]([C:4]2[CH:3]=[C:2]([C:26]3[CH:27]=[CH:28][CH:29]=[CH:30][C:25]=3[CH2:24][OH:23])[CH:7]=[CH:6][CH:5]=2)(=[O:10])=[O:9])[CH:21]=[CH:20][C:15]=1[C:16]([O:18][CH3:19])=[O:17], predict the reactants needed to synthesize it. The reactants are: Br[C:2]1[CH:3]=[C:4]([S:8]([NH:11][C:12]2[CH:21]=[CH:20][C:15]([C:16]([O:18][CH3:19])=[O:17])=[C:14]([OH:22])[CH:13]=2)(=[O:10])=[O:9])[CH:5]=[CH:6][CH:7]=1.[OH:23][CH2:24][C:25]1[CH:30]=[CH:29][CH:28]=[CH:27][C:26]=1B(O)O.